Dataset: Full USPTO retrosynthesis dataset with 1.9M reactions from patents (1976-2016). Task: Predict the reactants needed to synthesize the given product. (1) The reactants are: [H-].[Na+:2].[N:3]1[CH:8]=[CH:7][CH:6]=[CH:5][C:4]=1[CH2:9][CH2:10][C:11]#[N:12].[CH:13](OCC)=[O:14]. Given the product [C:11](/[C:10](/[CH2:9][C:4]1[CH:5]=[CH:6][CH:7]=[CH:8][N:3]=1)=[CH:13]\[O-:14])#[N:12].[Na+:2], predict the reactants needed to synthesize it. (2) The reactants are: [Cl:1][C:2]1[CH:7]=[C:6]([O:8][C:9]([F:12])([F:11])[F:10])[CH:5]=[CH:4][C:3]=1[OH:13].[Br:14]N1C(=O)CCC1=O. Given the product [Br:14][C:4]1[CH:5]=[C:6]([O:8][C:9]([F:11])([F:12])[F:10])[CH:7]=[C:2]([Cl:1])[C:3]=1[OH:13], predict the reactants needed to synthesize it.